Dataset: Forward reaction prediction with 1.9M reactions from USPTO patents (1976-2016). Task: Predict the product of the given reaction. (1) Given the reactants [Cl:1][C:2]1[CH:7]=[CH:6][C:5]([CH:8]([C:10]2[N:11]([CH3:22])[C:12](SC3C=CC=CC=3)=[N:13][CH:14]=2)[OH:9])=[CH:4][CH:3]=1.C[C:24]1(C)[CH2:29][CH2:28][CH2:27][C:26](C)(C)[NH:25]1.[Li][CH2:34][CH2:35][CH2:36]C.[OH2:38], predict the reaction product. The product is: [Cl:1][C:2]1[CH:3]=[CH:4][C:5]([C:8]([C:10]2[N:11]([CH3:22])[C:12]([O:38][CH:28]3[CH2:29][CH2:24][N:25]([CH:35]([CH3:36])[CH3:34])[CH2:26][CH2:27]3)=[N:13][CH:14]=2)=[O:9])=[CH:6][CH:7]=1. (2) Given the reactants C(OC([N:8]1[CH2:13][CH2:12][C:11]([CH2:16][OH:17])([CH2:14][OH:15])[CH2:10][CH2:9]1)=O)(C)(C)C.FC(F)(F)C(O)=O, predict the reaction product. The product is: [OH:15][CH2:14][C:11]1([CH2:16][OH:17])[CH2:12][CH2:13][NH:8][CH2:9][CH2:10]1. (3) Given the reactants [CH3:1][C:2]1[S:6][C:5]([C:7]2[CH:12]=[CH:11][CH:10]=[CH:9][CH:8]=2)=[N:4][C:3]=1[CH2:13][O:14][C:15]1[N:20]=[CH:19][C:18]([CH2:21][OH:22])=[CH:17][CH:16]=1.O[C:24]1[CH:29]=[CH:28][CH:27]=[CH:26][C:25]=1[CH2:30][C:31]([O:33][CH3:34])=[O:32].C(P(CCCC)CCCC)CCC.N(C(N1CCCCC1)=O)=NC(N1CCCCC1)=O, predict the reaction product. The product is: [CH3:1][C:2]1[S:6][C:5]([C:7]2[CH:12]=[CH:11][CH:10]=[CH:9][CH:8]=2)=[N:4][C:3]=1[CH2:13][O:14][C:15]1[N:20]=[CH:19][C:18]([CH2:21][O:22][C:24]2[CH:29]=[CH:28][CH:27]=[CH:26][C:25]=2[CH2:30][C:31]([O:33][CH3:34])=[O:32])=[CH:17][CH:16]=1. (4) Given the reactants [NH:1]1[CH2:6][CH2:5][CH:4]([CH2:7][NH:8][C:9]([C:11]2[C:15]3[N:16]=[CH:17][N:18]=[C:19]([C:20]4[C:28]5[O:27][CH2:26][O:25][C:24]=5[CH:23]=[CH:22][C:21]=4[O:29][CH2:30][CH:31]4[CH2:33][CH2:32]4)[C:14]=3[NH:13][CH:12]=2)=[O:10])[CH2:3][CH2:2]1.Cl[C:35]([C@@H:37]([O:39]C(=O)C)[CH3:38])=[O:36], predict the reaction product. The product is: [OH:39][C@@H:37]([CH3:38])[C:35]([N:1]1[CH2:2][CH2:3][CH:4]([CH2:7][NH:8][C:9]([C:11]2[C:15]3[N:16]=[CH:17][N:18]=[C:19]([C:20]4[C:28]5[O:27][CH2:26][O:25][C:24]=5[CH:23]=[CH:22][C:21]=4[O:29][CH2:30][CH:31]4[CH2:32][CH2:33]4)[C:14]=3[NH:13][CH:12]=2)=[O:10])[CH2:5][CH2:6]1)=[O:36]. (5) Given the reactants [C:1]([C:3]1(O)[CH2:8][CH2:7][CH2:6][CH2:5][CH2:4]1)#[CH:2].[NH2:10][C:11]1[CH:16]=[CH:15][CH:14]=[CH:13][CH:12]=1.Cl.NC1C=CC=CC=1, predict the reaction product. The product is: [CH3:2][C:1]1[C:3]2([CH2:8][CH2:7][CH2:6][CH2:5][CH2:4]2)[C:16]2[C:11](=[CH:12][CH:13]=[CH:14][CH:15]=2)[N:10]=1. (6) Given the reactants Cl[C:2]1[N:9]=[C:8]([C:10]2[CH:15]=[CH:14][C:13]([Cl:16])=[CH:12][C:11]=2[Cl:17])[C:7]([C:18]2[CH:23]=[CH:22][C:21]([CH3:24])=[CH:20][CH:19]=2)=[CH:6][C:3]=1[C:4]#[N:5].[NH:25]1[CH2:30][CH2:29][CH2:28][CH2:27][CH2:26]1, predict the reaction product. The product is: [Cl:17][C:11]1[CH:12]=[C:13]([Cl:16])[CH:14]=[CH:15][C:10]=1[C:8]1[C:7]([C:18]2[CH:19]=[CH:20][C:21]([CH3:24])=[CH:22][CH:23]=2)=[CH:6][C:3]([C:4]#[N:5])=[C:2]([N:25]2[CH2:30][CH2:29][CH2:28][CH2:27][CH2:26]2)[N:9]=1.